From a dataset of Reaction yield outcomes from USPTO patents with 853,638 reactions. Predict the reaction yield, written as a fraction of the theoretical maximum amount of product (1.0 means a 100% yield; for example, 0.34 means a 34% yield). The reactants are [N+:1]([C:4]1[CH:25]=[CH:24][C:7]([O:8][C:9]2[N:14]=[CH:13][N:12]=[C:11]([NH:15][C:16]3[CH:21]=[CH:20][C:19]([S:22][CH3:23])=[CH:18][CH:17]=3)[CH:10]=2)=[CH:6][CH:5]=1)([O-])=O.[Cl-].[NH4+].C(O)C.O. The catalyst is C(OCC)(=O)C.CCCCCC.[Fe]. The product is [NH2:1][C:4]1[CH:25]=[CH:24][C:7]([O:8][C:9]2[N:14]=[CH:13][N:12]=[C:11]([NH:15][C:16]3[CH:21]=[CH:20][C:19]([S:22][CH3:23])=[CH:18][CH:17]=3)[CH:10]=2)=[CH:6][CH:5]=1. The yield is 0.690.